From a dataset of Catalyst prediction with 721,799 reactions and 888 catalyst types from USPTO. Predict which catalyst facilitates the given reaction. Reactant: Br[C:2]1[C:3]([C:17]2[O:18][CH:19]=[CH:20][CH:21]=2)=[N:4][N:5]2[C:10]([NH:11][CH:12]3[CH2:16][CH2:15][CH2:14][CH2:13]3)=[CH:9][CH:8]=[CH:7][C:6]=12.[F:22][C:23]1[CH:28]=[C:27](B(O)O)[CH:26]=[CH:25][N:24]=1.C(=O)([O-])[O-].[Na+].[Na+].O. Product: [CH:12]1([NH:11][C:10]2[N:5]3[N:4]=[C:3]([C:17]4[O:18][CH:19]=[CH:20][CH:21]=4)[C:2]([C:27]4[CH:26]=[CH:25][N:24]=[C:23]([F:22])[CH:28]=4)=[C:6]3[CH:7]=[CH:8][CH:9]=2)[CH2:16][CH2:15][CH2:14][CH2:13]1. The catalyst class is: 558.